Dataset: Forward reaction prediction with 1.9M reactions from USPTO patents (1976-2016). Task: Predict the product of the given reaction. Given the reactants [CH2:1]([O:3][C:4](=[O:16])[C:5]([C:7]1[CH:8]=[C:9]([C:13]([OH:15])=O)[N:10]([CH3:12])[CH:11]=1)=[O:6])[CH3:2].C(N(CC)CC)C.F[P-](F)(F)(F)(F)F.N1(OC(N(C)C)=[N+](C)C)C2N=CC=CC=2N=N1.[F:48][C:49]([F:58])([F:57])[C:50]1[CH:51]=[C:52]([CH:54]=[CH:55][CH:56]=1)[NH2:53], predict the reaction product. The product is: [CH3:12][N:10]1[C:9]([C:13](=[O:15])[NH:53][C:52]2[CH:54]=[CH:55][CH:56]=[C:50]([C:49]([F:48])([F:57])[F:58])[CH:51]=2)=[CH:8][C:7]([C:5](=[O:6])[C:4]([O:3][CH2:1][CH3:2])=[O:16])=[CH:11]1.